This data is from Reaction yield outcomes from USPTO patents with 853,638 reactions. The task is: Predict the reaction yield, written as a fraction of the theoretical maximum amount of product (1.0 means a 100% yield; for example, 0.34 means a 34% yield). (1) The reactants are [F:1][C:2]1[CH:11]=[C:10]2[C:5]([NH:6][CH2:7][C:8](=[O:12])[NH:9]2)=[CH:4][CH:3]=1.[OH-].[Na+].OO.C(O)(=O)C. The catalyst is CO.ClCCl. The product is [F:1][C:2]1[CH:11]=[C:10]2[C:5]([N:6]=[CH:7][C:8]([OH:12])=[N:9]2)=[CH:4][CH:3]=1. The yield is 0.690. (2) The reactants are I[C:2]1[CH:3]=[CH:4][C:5]2[N:6]([CH:8]=[C:9]([NH:11][C:12]([CH:14]3[CH2:16][CH2:15]3)=[O:13])[N:10]=2)[N:7]=1.[Cl:17][C:18]1[CH:23]=[CH:22][C:21]([OH:24])=[CH:20][C:19]=1[NH:25][CH2:26][C:27]1[N:31]([CH3:32])[N:30]=[C:29]([CH3:33])[CH:28]=1.C(=O)([O-])[O-].[K+].[K+]. The catalyst is CN(C)C=O. The product is [Cl:17][C:18]1[CH:23]=[CH:22][C:21]([O:24][C:2]2[CH:3]=[CH:4][C:5]3[N:6]([CH:8]=[C:9]([NH:11][C:12]([CH:14]4[CH2:16][CH2:15]4)=[O:13])[N:10]=3)[N:7]=2)=[CH:20][C:19]=1[NH:25][CH2:26][C:27]1[N:31]([CH3:32])[N:30]=[C:29]([CH3:33])[CH:28]=1. The yield is 0.610. (3) The reactants are [CH3:1][O:2][C:3](=[O:32])[CH2:4][C:5]1[CH:10]=[C:9]([S:11]([N:14]2[CH2:19][CH2:18][N:17]([C:20]3[CH:25]=[CH:24][C:23]([C:26]([F:29])([F:28])[F:27])=[CH:22][N:21]=3)[CH2:16][CH2:15]2)(=[O:13])=[O:12])[CH:8]=[CH:7][C:6]=1[O:30]C.B(Br)(Br)Br. The catalyst is C(Cl)Cl. The product is [CH3:1][O:2][C:3](=[O:32])[CH2:4][C:5]1[CH:10]=[C:9]([S:11]([N:14]2[CH2:15][CH2:16][N:17]([C:20]3[CH:25]=[CH:24][C:23]([C:26]([F:28])([F:29])[F:27])=[CH:22][N:21]=3)[CH2:18][CH2:19]2)(=[O:13])=[O:12])[CH:8]=[CH:7][C:6]=1[OH:30]. The yield is 0.990. (4) The reactants are [CH3:1][O:2][C:3]([C:5]1[CH:6]=[C:7]([C:12]2[CH:17]=[CH:16][C:15]([CH3:18])=[CH:14][CH:13]=2)[CH:8]=[C:9](I)[CH:10]=1)=[O:4].[CH2:19]([NH2:21])[CH3:20].C1CCN2C(=NCCC2)CC1.C1C[O:36][CH2:35]C1. The catalyst is CC([O-])=O.CC([O-])=O.[Pd+2]. The product is [CH3:1][O:2][C:3]([C:5]1[CH:6]=[C:7]([C:12]2[CH:17]=[CH:16][C:15]([CH3:18])=[CH:14][CH:13]=2)[CH:8]=[C:9]([C:35](=[O:36])[NH:21][CH2:19][CH3:20])[CH:10]=1)=[O:4]. The yield is 0.500. (5) The reactants are [F:1][C:2]1[CH:3]=[N:4][C:5]2[C:10]([C:11]=1[CH2:12][CH2:13][N:14]1[CH2:18][CH2:17][C@@H:16]([C:19]([NH2:22])([CH3:21])[CH3:20])[CH2:15]1)=[N:9][C:8]([O:23][CH3:24])=[CH:7][CH:6]=2.CCO.[O:28]=[C:29]1[CH2:34][S:33][C:32]2[CH:35]=[CH:36][C:37]([CH:39]=O)=[N:38][C:31]=2[NH:30]1. The catalyst is C(Cl)Cl. The product is [F:1][C:2]1[CH:3]=[N:4][C:5]2[C:10]([C:11]=1[CH2:12][CH2:13][N:14]1[CH2:18][CH2:17][C@@H:16]([C:19]([NH:22][CH2:39][C:37]3[CH:36]=[CH:35][C:32]4[S:33][CH2:34][C:29](=[O:28])[NH:30][C:31]=4[N:38]=3)([CH3:21])[CH3:20])[CH2:15]1)=[N:9][C:8]([O:23][CH3:24])=[CH:7][CH:6]=2. The yield is 0.370. (6) The reactants are [NH2:1][C:2]1[CH:3]=[C:4]([CH3:10])[C:5](=[O:9])[N:6]([CH3:8])[CH:7]=1.[Cl:11][C:12]1[CH:19]=[CH:18][C:15]([CH:16]=O)=[CH:14][CH:13]=1.[O:20]=[C:21]([CH2:27][C:28](=[O:30])[CH3:29])[C:22](OCC)=[O:23]. The catalyst is CC(O)=O. The product is [C:28]([C:27]1[CH:16]([C:15]2[CH:18]=[CH:19][C:12]([Cl:11])=[CH:13][CH:14]=2)[N:1]([C:2]2[CH:3]=[C:4]([CH3:10])[C:5](=[O:9])[N:6]([CH3:8])[CH:7]=2)[C:22](=[O:23])[C:21]=1[OH:20])(=[O:30])[CH3:29]. The yield is 0.520. (7) The yield is 0.890. The product is [NH2:9][C:3]1[C:2]([OH:1])=[CH:7][CH:6]=[C:5]([CH3:8])[N:4]=1. The reactants are [OH:1][C:2]1[C:3]([N+:9]([O-])=O)=[N:4][C:5]([CH3:8])=[CH:6][CH:7]=1.O.O.[SH-].[Na+]. The catalyst is CO.CCO. (8) The product is [OH:22][C:21]1[C:20]2[C:46]([C:45]([O:49][CH2:50][CH3:51])=[O:48])=[CH:47][CH:26]=[CH:27][C:19]=2[N:8]([CH2:7][C:6]2[CH:29]=[CH:30][C:3]([O:2][CH3:1])=[CH:4][CH:5]=2)[C:9](=[O:18])[C:10]=1[C:11]1[CH:16]=[CH:15][CH:14]=[CH:13][CH:12]=1. The reactants are [CH3:1][O:2][C:3]1[CH:30]=[CH:29][C:6]([CH2:7][N:8]([C:19]2[CH:27]=[CH:26]C=C3[C:20]=2[CH2:21][O:22]C3=O)[C:9](=[O:18])[C:10](=O)[C:11]2[CH:16]=[CH:15][CH:14]=[CH:13][CH:12]=2)=[CH:5][CH:4]=1.[O-]S([O-])(=O)=O.[Na+].[Na+].[O-]CC.[Na+].C(O)C.[C:45]([O:49][CH2:50][CH3:51])(=[O:48])[CH2:46][CH3:47]. No catalyst specified. The yield is 0.800. (9) The reactants are [NH2:1][C:2]1[CH:7]=[CH:6][C:5]([S:8]([N:11]([CH2:23][C:24]2[CH:29]=[CH:28][CH:27]=[CH:26][CH:25]=2)[C:12]2[C:17]([Cl:18])=[CH:16][C:15]([C:19]([F:22])([F:21])[F:20])=[CH:14][N:13]=2)(=[O:10])=[O:9])=[CH:4][CH:3]=1.C[Si]([N:34]=[C:35]=[O:36])(C)C. The catalyst is CN(C)C1C=CN=CC=1.C1COCC1. The product is [CH2:23]([N:11]([C:12]1[C:17]([Cl:18])=[CH:16][C:15]([C:19]([F:22])([F:21])[F:20])=[CH:14][N:13]=1)[S:8]([C:5]1[CH:6]=[CH:7][C:2]([NH:1][C:35]([NH2:34])=[O:36])=[CH:3][CH:4]=1)(=[O:9])=[O:10])[C:24]1[CH:25]=[CH:26][CH:27]=[CH:28][CH:29]=1. The yield is 0.770. (10) The reactants are Cl.[NH2:2][C:3]1([CH3:11])[CH2:9][CH2:8][C:7](=[O:10])[NH:6][C:4]1=[O:5].[N+:12]([C:15]1[CH:25]=[CH:24][CH:23]=[C:17]2[C:18]([O:20][C:21](=O)[C:16]=12)=[O:19])([O-:14])=[O:13].C([O-])(=O)C.[Na+]. The catalyst is C(O)(=O)C. The product is [N+:12]([C:15]1[CH:25]=[CH:24][CH:23]=[C:17]2[C:18]([N:2]([C:3]3([CH3:11])[CH2:9][CH2:8][C:7](=[O:10])[NH:6][C:4]3=[O:5])[C:21](=[O:20])[C:16]=12)=[O:19])([O-:14])=[O:13]. The yield is 0.680.